This data is from NCI-60 drug combinations with 297,098 pairs across 59 cell lines. The task is: Regression. Given two drug SMILES strings and cell line genomic features, predict the synergy score measuring deviation from expected non-interaction effect. (1) Drug 1: CCC1(C2=C(COC1=O)C(=O)N3CC4=CC5=C(C=CC(=C5CN(C)C)O)N=C4C3=C2)O.Cl. Drug 2: C1CCC(C(C1)N)N.C(=O)(C(=O)[O-])[O-].[Pt+4]. Cell line: UACC-257. Synergy scores: CSS=18.6, Synergy_ZIP=-6.26, Synergy_Bliss=-0.978, Synergy_Loewe=-4.49, Synergy_HSA=0.867. (2) Drug 1: C1=CC(=C2C(=C1NCCNCCO)C(=O)C3=C(C=CC(=C3C2=O)O)O)NCCNCCO. Drug 2: CC12CCC3C(C1CCC2O)C(CC4=C3C=CC(=C4)O)CCCCCCCCCS(=O)CCCC(C(F)(F)F)(F)F. Cell line: NCI-H322M. Synergy scores: CSS=18.2, Synergy_ZIP=-5.46, Synergy_Bliss=-0.309, Synergy_Loewe=-14.6, Synergy_HSA=-0.0285.